Predict the product of the given reaction. From a dataset of Forward reaction prediction with 1.9M reactions from USPTO patents (1976-2016). (1) The product is: [CH:58]1([C:6]([CH:3]2[CH2:4][CH2:5]2)([OH:57])[CH2:7][CH2:8][NH:9][C@:10]23[CH2:53][CH2:52][C@@H:51]([C:54]([CH3:56])=[CH2:55])[C@@H:11]2[C@@H:12]2[C@@:25]([CH3:28])([CH2:26][CH2:27]3)[C@@:24]3([CH3:29])[C@@H:15]([C@:16]4([CH3:50])[C@@H:21]([CH2:22][CH2:23]3)[C:20]([CH3:30])([CH3:31])[C:19]([C:32]3[CH2:37][CH2:36][C@@:35]([CH2:48][F:49])([C:38]([OH:40])=[O:39])[CH2:34][CH:33]=3)=[CH:18][CH2:17]4)[CH2:14][CH2:13]2)[CH2:60][CH2:59]1. Given the reactants [OH-].[Na+].[CH:3]1([C:6]([CH:58]2[CH2:60][CH2:59]2)([OH:57])[CH2:7][CH2:8][NH:9][C@:10]23[CH2:53][CH2:52][C@@H:51]([C:54]([CH3:56])=[CH2:55])[C@@H:11]2[C@@H:12]2[C@@:25]([CH3:28])([CH2:26][CH2:27]3)[C@@:24]3([CH3:29])[C@@H:15]([C@:16]4([CH3:50])[C@@H:21]([CH2:22][CH2:23]3)[C:20]([CH3:31])([CH3:30])[C:19]([C:32]3[CH2:37][CH2:36][C@@:35]([CH2:48][F:49])([C:38]([O:40]CC5C=CC=CC=5)=[O:39])[CH2:34][CH:33]=3)=[CH:18][CH2:17]4)[CH2:14][CH2:13]2)[CH2:5][CH2:4]1, predict the reaction product. (2) The product is: [CH:9]([N:12]1[C:15](=[O:16])[CH:14]([CH2:18][C:19]([OH:21])=[O:20])[S:13][CH:1]1[C:2]1[CH:7]=[CH:6][CH:5]=[CH:4][CH:3]=1)([CH3:11])[CH3:10]. Given the reactants [CH:1](=O)[C:2]1[CH:7]=[CH:6][CH:5]=[CH:4][CH:3]=1.[CH:9]([NH2:12])([CH3:11])[CH3:10].[SH:13][CH:14]([CH2:18][C:19]([OH:21])=[O:20])[C:15](O)=[O:16], predict the reaction product. (3) Given the reactants [CH2:1]([O:4][C:5]1[C:6]([CH2:20][CH3:21])=[C:7]([CH2:15][C:16]([O:18][CH3:19])=[O:17])[CH:8]=[C:9]([O:11][CH2:12][CH:13]=[CH2:14])[CH:10]=1)[CH:2]=[CH2:3].[C:22](O)(=[O:29])[C:23]1[CH:28]=[CH:27][CH:26]=[CH:25][CH:24]=1.FC(F)(F)C(OC(=O)C(F)(F)F)=O.C(=O)([O-])O.[Na+], predict the reaction product. The product is: [CH2:12]([O:11][C:9]1[C:8]([C:22](=[O:29])[C:23]2[CH:28]=[CH:27][CH:26]=[CH:25][CH:24]=2)=[C:7]([CH2:15][C:16]([O:18][CH3:19])=[O:17])[C:6]([CH2:20][CH3:21])=[C:5]([O:4][CH2:1][CH:2]=[CH2:3])[CH:10]=1)[CH:13]=[CH2:14].